Dataset: Full USPTO retrosynthesis dataset with 1.9M reactions from patents (1976-2016). Task: Predict the reactants needed to synthesize the given product. Given the product [NH2:2][C:1]([C:4]1[C:12]2[NH:11][CH:10]=[CH:9][C:8]=2[C:7]([C:13]([OH:15])=[O:14])=[CH:6][CH:5]=1)=[O:3], predict the reactants needed to synthesize it. The reactants are: [C:1]([C:4]1[C:12]2[NH:11][CH:10]=[CH:9][C:8]=2[C:7]([C:13]([O:15]C(C)(C)C)=[O:14])=[CH:6][CH:5]=1)(=[O:3])[NH2:2].FC(F)(F)C(O)=O.